Dataset: Reaction yield outcomes from USPTO patents with 853,638 reactions. Task: Predict the reaction yield, written as a fraction of the theoretical maximum amount of product (1.0 means a 100% yield; for example, 0.34 means a 34% yield). (1) The reactants are [C:1]12([CH2:11][CH2:12][N:13]([CH2:26][CH2:27][CH2:28][CH2:29][CH3:30])[C:14](=[O:25])[CH2:15][CH2:16][N:17]=[CH:18][C:19]3[CH:24]=[CH:23][N:22]=[CH:21][CH:20]=3)[CH2:10][CH:5]3[CH2:6][CH:7]([CH2:9][CH:3]([CH2:4]3)[CH2:2]1)[CH2:8]2. The catalyst is CO.[Pd]. The product is [C:1]12([CH2:11][CH2:12][N:13]([CH2:26][CH2:27][CH2:28][CH2:29][CH3:30])[C:14](=[O:25])[CH2:15][CH2:16][NH:17][CH2:18][C:19]3[CH:24]=[CH:23][N:22]=[CH:21][CH:20]=3)[CH2:8][CH:7]3[CH2:6][CH:5]([CH2:4][CH:3]([CH2:9]3)[CH2:2]1)[CH2:10]2. The yield is 0.360. (2) The reactants are [H-].[H-].[H-].[H-].[Li+].[Al+3].[Si:7]([O:24][CH2:25][C@@H:26]1[CH2:28][C@H:27]1[C:29](OCC)=[O:30])([C:20]([CH3:23])([CH3:22])[CH3:21])([C:14]1[CH:19]=[CH:18][CH:17]=[CH:16][CH:15]=1)[C:8]1[CH:13]=[CH:12][CH:11]=[CH:10][CH:9]=1.O.[OH-].[Na+]. The catalyst is C1COCC1. The product is [Si:7]([O:24][CH2:25][C@@H:26]1[CH2:28][C@H:27]1[CH2:29][OH:30])([C:20]([CH3:23])([CH3:22])[CH3:21])([C:14]1[CH:15]=[CH:16][CH:17]=[CH:18][CH:19]=1)[C:8]1[CH:9]=[CH:10][CH:11]=[CH:12][CH:13]=1. The yield is 0.740. (3) The reactants are Cl[CH2:2][CH2:3][CH2:4][O:5][C:6]1[CH:15]=[C:14]2[C:9]([C:10]([O:16][C:17]3[C:18]([C:27]([O:29][CH2:30][CH2:31][CH3:32])=[O:28])=[CH:19][C:20]4[C:25]([CH:26]=3)=[CH:24][CH:23]=[CH:22][CH:21]=4)=[CH:11][CH:12]=[N:13]2)=[CH:8][C:7]=1[O:33][CH3:34].C(=O)([O-])[O-].[K+].[K+].[NH:41]1[CH2:46][CH2:45][O:44][CH2:43][CH2:42]1.O. The catalyst is CN(C)C=O. The product is [CH3:34][O:33][C:7]1[CH:8]=[C:9]2[C:14](=[CH:15][C:6]=1[O:5][CH2:4][CH2:3][CH2:2][N:41]1[CH2:46][CH2:45][O:44][CH2:43][CH2:42]1)[N:13]=[CH:12][CH:11]=[C:10]2[O:16][C:17]1[C:18]([C:27]([O:29][CH2:30][CH2:31][CH3:32])=[O:28])=[CH:19][C:20]2[C:25]([CH:26]=1)=[CH:24][CH:23]=[CH:22][CH:21]=2. The yield is 0.870. (4) The reactants are [N:1]1([C:7]2[CH:14]=[CH:13][C:10]([C:11]#[N:12])=[CH:9][CH:8]=2)[CH2:6][CH2:5][NH:4][CH2:3][CH2:2]1.C(S([O-])(=O)=O)(F)(F)F.C(S([O-])(=O)=O)(F)(F)F.C(S([O-])(=O)=O)(F)(F)F.[Yb+3].[C:40]([O:44][CH2:45][CH3:46])(=[O:43])[CH:41]=[CH2:42]. The catalyst is C(#N)C. The product is [C:11]([C:10]1[CH:9]=[CH:8][C:7]([N:1]2[CH2:6][CH2:5][N:4]([CH2:42][CH2:41][C:40]([O:44][CH2:45][CH3:46])=[O:43])[CH2:3][CH2:2]2)=[CH:14][CH:13]=1)#[N:12]. The yield is 0.860. (5) The reactants are [NH2:1][C:2]1[CH:3]=[C:4]2[C:9](=[CH:10][CH:11]=1)[N:8]=[CH:7][C:6]([C:12]#[N:13])=[C:5]2[NH:14][C:15]1[CH:20]=[CH:19][C:18]([F:21])=[C:17]([Cl:22])[CH:16]=1.[Cl:23][C:24]1[N:28]([CH3:29])[N:27]=[C:26]([CH3:30])[C:25]=1[CH:31]=O.[BH3-]C#N.[Na+]. The catalyst is CCO. The product is [Cl:23][C:24]1[N:28]([CH3:29])[N:27]=[C:26]([CH3:30])[C:25]=1[CH2:31][NH:1][C:2]1[CH:3]=[C:4]2[C:9](=[CH:10][CH:11]=1)[N:8]=[CH:7][C:6]([C:12]#[N:13])=[C:5]2[NH:14][C:15]1[CH:20]=[CH:19][C:18]([F:21])=[C:17]([Cl:22])[CH:16]=1. The yield is 0.630. (6) The reactants are [CH3:1][C:2](=[CH:13][C:14]1[CH:19]=[CH:18][CH:17]=[CH:16][CH:15]=1)[CH2:3][NH:4][CH2:5][CH2:6][N:7]1[CH2:12][CH2:11][CH2:10][CH2:9][CH2:8]1.[CH3:20][O:21][C:22]1[CH:23]=[C:24]([CH:28]=[C:29]([O:33][CH3:34])[C:30]=1[O:31][CH3:32])[C:25](O)=[O:26].C(N(CC)CC)C.CN(C(ON1N=NC2C=CC=CC1=2)=[N+](C)C)C.[B-](F)(F)(F)F. The catalyst is CO.C(Cl)(Cl)Cl. The product is [CH3:34][O:33][C:29]1[CH:28]=[C:24]([CH:23]=[C:22]([O:21][CH3:20])[C:30]=1[O:31][CH3:32])[C:25]([N:4]([CH2:3][C:2]([CH3:1])=[CH:13][C:14]1[CH:15]=[CH:16][CH:17]=[CH:18][CH:19]=1)[CH2:5][CH2:6][N:7]1[CH2:12][CH2:11][CH2:10][CH2:9][CH2:8]1)=[O:26]. The yield is 0.120. (7) The reactants are [CH2:1]([C@H:5]1[C:10](=[O:11])[NH:9][C@@H:8]([C:12]2[O:16][CH:15]=[N:14][CH:13]=2)[CH2:7][N:6]1[C:17]([O:19]C(C)(C)C)=O)[CH:2]([CH3:4])[CH3:3].Cl.[F:25][C:26]1[CH:31]=[CH:30][C:29]([C:32]2[O:36][N:35]=[C:34](C(O)=O)[CH:33]=2)=[CH:28][CH:27]=1.CN(C(ON1N=NC2C=CC=NC1=2)=[N+](C)C)C.F[P-](F)(F)(F)(F)F.CCN(C(C)C)C(C)C. The catalyst is C(Cl)Cl.O1CCOCC1.CN(C=O)C. The product is [F:25][C:26]1[CH:27]=[CH:28][C:29]([C:32]2[O:36][N:35]=[C:34]([C:17]([N:6]3[CH2:7][C@H:8]([C:12]4[O:16][CH:15]=[N:14][CH:13]=4)[NH:9][C:10](=[O:11])[C@@H:5]3[CH2:1][CH:2]([CH3:3])[CH3:4])=[O:19])[CH:33]=2)=[CH:30][CH:31]=1. The yield is 0.710.